Predict the product of the given reaction. From a dataset of Forward reaction prediction with 1.9M reactions from USPTO patents (1976-2016). (1) Given the reactants [C:1]1([NH:7][C:8]([N:10]2[C:18]3[C:13](=[CH:14][C:15]([N+:19]([O-])=O)=[CH:16][CH:17]=3)[CH:12]=[CH:11]2)=[O:9])[CH:6]=[CH:5][CH:4]=[CH:3][CH:2]=1.O.[Cl-].[NH4+], predict the reaction product. The product is: [C:1]1([NH:7][C:8]([N:10]2[C:18]3[C:13](=[CH:14][C:15]([NH2:19])=[CH:16][CH:17]=3)[CH:12]=[CH:11]2)=[O:9])[CH:2]=[CH:3][CH:4]=[CH:5][CH:6]=1. (2) Given the reactants [CH3:1][C@H:2]([NH2:11])[C@H:3]([OH:10])[C:4]1[CH:9]=[CH:8][CH:7]=[CH:6][CH:5]=1.I[C:13]1[CH:14]=[C:15]2[C:19](=[CH:20][CH:21]=1)[N:18]([C:22]1[CH:27]=[CH:26][N:25]=[CH:24][CH:23]=1)[N:17]=[CH:16]2.C(=O)([O-])[O-].[Cs+].[Cs+].C(#N)CCC, predict the reaction product. The product is: [N:25]1[CH:26]=[CH:27][C:22]([N:18]2[C:19]3[C:15](=[CH:14][C:13]([O:10][C@H:3]([C:4]4[CH:5]=[CH:6][CH:7]=[CH:8][CH:9]=4)[C@H:2]([CH3:1])[NH2:11])=[CH:21][CH:20]=3)[CH:16]=[N:17]2)=[CH:23][CH:24]=1. (3) Given the reactants [C:1](CC(OCC)=O)#N.[C:9]1(=[O:14])[CH2:13][CH2:12][CH2:11][CH2:10]1.[N+](O)([O-])=O.NC[CH2:21][C:22]([OH:24])=[O:23].[C:25]([O-:28])(=O)C.[NH4+].N1CCCCC1.[C:36]1([CH3:42])[CH:41]=CC=C[CH:37]=1, predict the reaction product. The product is: [CH3:25][O:28][C:9](=[O:14])[CH:13]([CH2:12][CH:11]([CH3:10])[CH3:1])[CH2:21][C:22]([O:24][C:36]([CH3:42])([CH3:41])[CH3:37])=[O:23]. (4) Given the reactants O.C(O)(C(F)(F)F)=O.[Cl:9][C:10]1[CH:11]=[C:12]([C:41]2[CH:46]=[CH:45][C:44]([C:47]([N:49]3[CH2:54][CH2:53][C:52]([F:56])([F:55])[CH2:51][CH2:50]3)=[O:48])=[CH:43][CH:42]=2)[CH:13]=[C:14]([Cl:40])[C:15]=1[CH2:16][C@@H:17]1[CH2:21][CH2:20][N:19]([N:22]2[CH2:27][CH2:26][CH:25]([O:28][Si](C(C)C)(C(C)C)C(C)C)[CH2:24][CH2:23]2)[C:18]1=[O:39], predict the reaction product. The product is: [Cl:40][C:14]1[CH:13]=[C:12]([C:41]2[CH:42]=[CH:43][C:44]([C:47]([N:49]3[CH2:54][CH2:53][C:52]([F:55])([F:56])[CH2:51][CH2:50]3)=[O:48])=[CH:45][CH:46]=2)[CH:11]=[C:10]([Cl:9])[C:15]=1[CH2:16][C@@H:17]1[CH2:21][CH2:20][N:19]([N:22]2[CH2:27][CH2:26][CH:25]([OH:28])[CH2:24][CH2:23]2)[C:18]1=[O:39]. (5) Given the reactants [C:1](=[O:4])([O-])[O-].[K+].[K+].CI.[Cl:9][C:10]1[CH:11]=[C:12](O)[CH:13]=[CH:14][C:15]=1[C:16]1[CH:30]=[C:19]2[CH:20]=[C:21]([CH:25]([CH2:28][CH3:29])[CH2:26][CH3:27])[CH:22]=[C:23]([CH3:24])[N:18]2[N:17]=1.O, predict the reaction product. The product is: [Cl:9][C:10]1[CH:11]=[C:12]([O:4][CH3:1])[CH:13]=[CH:14][C:15]=1[C:16]1[CH:30]=[C:19]2[CH:20]=[C:21]([CH:25]([CH2:28][CH3:29])[CH2:26][CH3:27])[CH:22]=[C:23]([CH3:24])[N:18]2[N:17]=1.